This data is from Forward reaction prediction with 1.9M reactions from USPTO patents (1976-2016). The task is: Predict the product of the given reaction. (1) Given the reactants N#N.[CH3:3][O:4][CH2:5][CH2:6][O:7][CH2:8][CH2:9][O:10][CH2:11][CH2:12][O:13][CH2:14][CH2:15][O:16][CH2:17][CH2:18][O:19][CH2:20][CH2:21][O:22][CH2:23][CH2:24][O:25][C:26]1[CH:27]=[C:28]([CH:30]=[C:31]([O:33][CH3:34])[CH:32]=1)[NH2:29].[C:35]([O:39][C:40](=[O:60])[NH:41][C:42]1[C:51]2[C:46](=[CH:47][CH:48]=[CH:49][CH:50]=2)[C:45]([O:52][C:53]2[CH:58]=[CH:57][N:56]=[C:55](Cl)[CH:54]=2)=[CH:44][CH:43]=1)([CH3:38])([CH3:37])[CH3:36].C1C=CC(P(C2C(C3C(P(C4C=CC=CC=4)C4C=CC=CC=4)=CC=C4C=3C=CC=C4)=C3C(C=CC=C3)=CC=2)C2C=CC=CC=2)=CC=1.C([O-])([O-])=O.[Cs+].[Cs+], predict the reaction product. The product is: [C:35]([O:39][C:40](=[O:60])[NH:41][C:42]1[C:51]2[C:46](=[CH:47][CH:48]=[CH:49][CH:50]=2)[C:45]([O:52][C:53]2[CH:58]=[CH:57][N:56]=[C:55]([NH:29][C:28]3[CH:30]=[C:31]([O:33][CH3:34])[CH:32]=[C:26]([O:25][CH2:24][CH2:23][O:22][CH2:21][CH2:20][O:19][CH2:18][CH2:17][O:16][CH2:15][CH2:14][O:13][CH2:12][CH2:11][O:10][CH2:9][CH2:8][O:7][CH2:6][CH2:5][O:4][CH3:3])[CH:27]=3)[CH:54]=2)=[CH:44][CH:43]=1)([CH3:38])([CH3:36])[CH3:37]. (2) Given the reactants C([O:8][N:9]([CH2:12][C@@H:13]([CH2:17][CH2:18][CH2:19][CH3:20])[C:14](O)=[O:15])[CH:10]=[O:11])C1C=CC=CC=1.[NH:21]1[CH2:25][CH2:24][CH2:23][C@H:22]1[C:26]1[NH:38][C:29]2=[CH:30][C:31]3[O:32][CH2:33][CH2:34][O:35][C:36]=3[CH:37]=[C:28]2[N:27]=1, predict the reaction product. The product is: [NH:38]1[C:29]2=[CH:30][C:31]3[O:32][CH2:33][CH2:34][O:35][C:36]=3[CH:37]=[C:28]2[N:27]=[C:26]1[C@@H:22]1[CH2:23][CH2:24][CH2:25][N:21]1[C:14]([C@H:13]([CH2:17][CH2:18][CH2:19][CH3:20])[CH2:12][N:9]([OH:8])[CH:10]=[O:11])=[O:15]. (3) The product is: [Br:1][C:2]1[S:19][C:5]2=[CH:6][N:7]=[C:8]([O:25][CH3:26])[CH:9]=[C:4]2[CH:3]=1. Given the reactants [Br:1][C:2]1[S:19][C:5]2=[CH:6][N:7]=[C:8](S(C3C=CC=CC=3)(=O)=O)[CH:9]=[C:4]2[CH:3]=1.CO.C[O-].[Na+].[O:25]1CCC[CH2:26]1, predict the reaction product.